Dataset: Full USPTO retrosynthesis dataset with 1.9M reactions from patents (1976-2016). Task: Predict the reactants needed to synthesize the given product. (1) Given the product [CH3:1][S:2]([C:5]1[CH:10]=[CH:9][C:8]([C:11]2[CH:16]=[CH:15][C:14]([O:17][CH2:25][C:26]3[CH:31]=[CH:30][CH:29]=[CH:28][CH:27]=3)=[C:13]([O:22][CH2:19][C:5]3[CH:10]=[CH:9][CH:8]=[CH:7][CH:6]=3)[CH:12]=2)=[CH:7][CH:6]=1)(=[O:4])=[O:3], predict the reactants needed to synthesize it. The reactants are: [CH3:1][S:2]([C:5]1[CH:10]=[CH:9][C:8]([C:11]2[CH:16]=[CH:15][C:14]([OH:17])=[C:13](O)[CH:12]=2)=[CH:7][CH:6]=1)(=[O:4])=[O:3].[C:19](=[O:22])([O-])[O-].[K+].[K+].[CH2:25](Br)[C:26]1[CH:31]=[CH:30][CH:29]=[CH:28][CH:27]=1. (2) Given the product [CH2:1]([O:3][C:4]([C:6]1([C:9]2[CH:10]=[CH:11][C:12]([C:15]3[CH:20]=[CH:19][C:18]([C:21]4[O:25][N:24]=[C:23]([CH3:26])[C:22]=4[CH2:27][CH:28]([OH:38])[CH2:29][N:30]([CH2:31][C:32]4[CH:37]=[CH:36][CH:35]=[CH:34][CH:33]=4)[S:40]([CH3:39])(=[O:42])=[O:41])=[CH:17][CH:16]=3)=[CH:13][CH:14]=2)[CH2:7][CH2:8]1)=[O:5])[CH3:2], predict the reactants needed to synthesize it. The reactants are: [CH2:1]([O:3][C:4]([C:6]1([C:9]2[CH:14]=[CH:13][C:12]([C:15]3[CH:20]=[CH:19][C:18]([C:21]4[O:25][N:24]=[C:23]([CH3:26])[C:22]=4[CH2:27][CH:28]([OH:38])[CH2:29][NH:30][CH2:31][C:32]4[CH:37]=[CH:36][CH:35]=[CH:34][CH:33]=4)=[CH:17][CH:16]=3)=[CH:11][CH:10]=2)[CH2:8][CH2:7]1)=[O:5])[CH3:2].[CH3:39][S:40](Cl)(=[O:42])=[O:41]. (3) Given the product [C:1]([O:5][C:6]([N:8]1[CH2:12][CH2:11][CH:10]([C:13](=[O:15])[NH:14][C:17]2[CH:18]=[CH:19][C:20]([N:23]3[CH:28]=[CH:27][C:26]4[CH:29]=[C:30]([C:32]5[CH:33]=[CH:34][C:35]([Cl:38])=[CH:36][CH:37]=5)[S:31][C:25]=4[C:24]3=[O:39])=[CH:21][CH:22]=2)[CH2:9]1)=[O:7])([CH3:4])([CH3:2])[CH3:3], predict the reactants needed to synthesize it. The reactants are: [C:1]([O:5][C:6]([N:8]1[CH2:12][CH2:11][CH:10]([C:13](=[O:15])[NH2:14])[CH2:9]1)=[O:7])([CH3:4])([CH3:3])[CH3:2].Br[C:17]1[CH:22]=[CH:21][C:20]([N:23]2[CH:28]=[CH:27][C:26]3[CH:29]=[C:30]([C:32]4[CH:37]=[CH:36][C:35]([Cl:38])=[CH:34][CH:33]=4)[S:31][C:25]=3[C:24]2=[O:39])=[CH:19][CH:18]=1.C([O-])([O-])=O.[Cs+].[Cs+].CNCCNC. (4) The reactants are: C(OC(=O)[NH:7][C@H:8]([C:29]1[CH:34]=[CH:33][C:32]([O:35][CH2:36][CH2:37][O:38][C:39]([CH3:42])([CH3:41])[CH3:40])=[CH:31][CH:30]=1)[C:9](=[O:28])[NH:10][C@H:11]([C:17](=[O:27])[NH:18][C:19]1[CH:24]=[CH:23][C:22]([I:25])=[CH:21][C:20]=1[F:26])[CH2:12][C:13]([CH3:16])([CH3:15])[CH3:14])(C)(C)C.Cl.O1CCOCC1. Given the product [F:26][C:20]1[CH:21]=[C:22]([I:25])[CH:23]=[CH:24][C:19]=1[NH:18][C:17](=[O:27])[C@@H:11]([NH:10][C:9](=[O:28])[C@H:8]([NH2:7])[C:29]1[CH:30]=[CH:31][C:32]([O:35][CH2:36][CH2:37][O:38][C:39]([CH3:42])([CH3:41])[CH3:40])=[CH:33][CH:34]=1)[CH2:12][C:13]([CH3:16])([CH3:15])[CH3:14], predict the reactants needed to synthesize it. (5) Given the product [Cl:19][C:13](=[O:15])[CH2:12][C:3]1[CH:4]=[CH:5][C:6]([C:8]([O:10][CH3:11])=[O:9])=[CH:7][C:2]=1[F:1], predict the reactants needed to synthesize it. The reactants are: [F:1][C:2]1[CH:7]=[C:6]([C:8]([O:10][CH3:11])=[O:9])[CH:5]=[CH:4][C:3]=1[CH2:12][C:13]([OH:15])=O.C(Cl)(=O)C([Cl:19])=O.CN(C=O)C. (6) The reactants are: [CH3:1][S:2](Cl)(=O)=O.[N:6]1([C:11]2[N:12]=[C:13]([N:23]3[CH2:28][CH2:27][O:26][CH2:25][CH2:24]3)[C:14]3[N:20]=[C:19]([CH2:21]O)[CH:18]=[CH:17][C:15]=3[N:16]=2)[CH:10]=[CH:9][N:8]=[CH:7]1.CCN(C(C)C)C(C)C.C[S-].[Na+]. Given the product [N:6]1([C:11]2[N:12]=[C:13]([N:23]3[CH2:28][CH2:27][O:26][CH2:25][CH2:24]3)[C:14]3[N:20]=[C:19]([CH2:21][S:2][CH3:1])[CH:18]=[CH:17][C:15]=3[N:16]=2)[CH:10]=[CH:9][N:8]=[CH:7]1, predict the reactants needed to synthesize it. (7) Given the product [CH2:1]([Si:5]([C:18]1([CH2:30][CH:31]([CH3:33])[CH3:32])[S:19][CH2:20][CH2:21][CH2:22][S:23]1)([C:6]1[CH:11]=[CH:10][CH:9]=[CH:8][CH:7]=1)[C:12]1[CH:13]=[CH:14][CH:15]=[CH:16][CH:17]=1)[CH2:2][CH:3]=[CH2:4], predict the reactants needed to synthesize it. The reactants are: [CH2:1]([Si:5]([CH:18]1[S:23][CH2:22][CH2:21][CH2:20][S:19]1)([C:12]1[CH:17]=[CH:16][CH:15]=[CH:14][CH:13]=1)[C:6]1[CH:11]=[CH:10][CH:9]=[CH:8][CH:7]=1)[CH2:2][CH:3]=[CH2:4].C([Li])CCC.Br[CH2:30][CH:31]([CH3:33])[CH3:32]. (8) Given the product [F:1][C:2]([F:26])([F:25])[CH2:3][NH:4][C:5]([C:7]1([CH2:20][CH2:21][CH2:22][CH2:23][N:33]2[C@H:32]([CH3:34])[CH2:31][N:30]([C:35]3[O:36][C:37]4[CH:43]=[CH:42][CH:41]=[CH:40][C:38]=4[N:39]=3)[CH2:29][C@@H:28]2[CH3:27])[C:19]2[CH:18]=[CH:17][CH:16]=[CH:15][C:14]=2[C:13]2[C:8]1=[CH:9][CH:10]=[CH:11][CH:12]=2)=[O:6], predict the reactants needed to synthesize it. The reactants are: [F:1][C:2]([F:26])([F:25])[CH2:3][NH:4][C:5]([C:7]1([CH2:20][CH2:21][CH2:22][CH2:23]Br)[C:19]2[CH:18]=[CH:17][CH:16]=[CH:15][C:14]=2[C:13]2[C:8]1=[CH:9][CH:10]=[CH:11][CH:12]=2)=[O:6].[CH3:27][C@H:28]1[NH:33][C@@H:32]([CH3:34])[CH2:31][N:30]([C:35]2[O:36][C:37]3[CH:43]=[CH:42][CH:41]=[CH:40][C:38]=3[N:39]=2)[CH2:29]1. (9) Given the product [OH:1][C@@H:2]1[C@@H:7]([CH2:8][NH:34][CH2:27][C:28]2[CH:33]=[CH:32][CH:31]=[CH:30][CH:29]=2)[CH2:6][CH2:5][N:4]([C:20]([O:22][C:23]([CH3:24])([CH3:25])[CH3:26])=[O:21])[CH2:3]1, predict the reactants needed to synthesize it. The reactants are: [OH:1][C@@H:2]1[C@@H:7]([CH2:8]OS(C2C=CC(C)=CC=2)(=O)=O)[CH2:6][CH2:5][N:4]([C:20]([O:22][C:23]([CH3:26])([CH3:25])[CH3:24])=[O:21])[CH2:3]1.[CH2:27]([NH2:34])[C:28]1[CH:33]=[CH:32][CH:31]=[CH:30][CH:29]=1. (10) The reactants are: [CH3:1][O:2][CH2:3][CH:4]1[NH:8][C:7](=[O:9])[C:6]([CH3:11])([CH3:10])[C:5]1=[O:12].Br[C:14]1[CH:21]=[CH:20][C:17]([C:18]#[N:19])=[C:16]([Cl:22])[CH:15]=1.C(=O)([O-])[O-].[Cs+].[Cs+].C1(P(C2C=CC=CC=2)C2C3OC4C(=CC=CC=4P(C4C=CC=CC=4)C4C=CC=CC=4)C(C)(C)C=3C=CC=2)C=CC=CC=1. Given the product [Cl:22][C:16]1[CH:15]=[C:14]([N:8]2[CH:4]([CH2:3][O:2][CH3:1])[C:5](=[O:12])[C:6]([CH3:10])([CH3:11])[C:7]2=[O:9])[CH:21]=[CH:20][C:17]=1[C:18]#[N:19], predict the reactants needed to synthesize it.